This data is from Forward reaction prediction with 1.9M reactions from USPTO patents (1976-2016). The task is: Predict the product of the given reaction. (1) The product is: [Cl:1][C:2]1[C:3]([N:32]([CH3:33])[CH3:34])=[CH:4][C:5]2[O:10][CH:9]([C:11]([N:13]3[CH2:18][CH2:17][C:16]([CH2:19][C:20]4[CH:25]=[CH:24][C:23]([F:26])=[CH:22][CH:21]=4)([C:27]#[N:28])[CH2:15][CH2:14]3)=[O:12])[CH2:8][N:7]([C:29]3[N:37]=[N:38][NH:39][N:30]=3)[C:6]=2[CH:31]=1. Given the reactants [Cl:1][C:2]1[C:3]([N:32]([CH3:34])[CH3:33])=[CH:4][C:5]2[O:10][CH:9]([C:11]([N:13]3[CH2:18][CH2:17][C:16]([C:27]#[N:28])([CH2:19][C:20]4[CH:25]=[CH:24][C:23]([F:26])=[CH:22][CH:21]=4)[CH2:15][CH2:14]3)=[O:12])[CH2:8][N:7]([C:29]#[N:30])[C:6]=2[CH:31]=1.[NH4+].[Cl-].[N-:37]=[N+:38]=[N-:39].[Na+], predict the reaction product. (2) Given the reactants [OH:1][C:2]1[CH:3]=[C:4]2[C:9](=[CH:10][CH:11]=1)[CH:8]=[C:7]([C:12]([OH:14])=O)[CH:6]=[CH:5]2.[CH:15]([N:18]1[CH2:23][CH2:22][NH:21][CH2:20][CH2:19]1)([CH3:17])[CH3:16], predict the reaction product. The product is: [OH:1][C:2]1[CH:3]=[C:4]2[C:9](=[CH:10][CH:11]=1)[CH:8]=[C:7]([C:12]([N:21]1[CH2:22][CH2:23][N:18]([CH:15]([CH3:17])[CH3:16])[CH2:19][CH2:20]1)=[O:14])[CH:6]=[CH:5]2. (3) Given the reactants C([O:3][C:4](=[O:36])[CH:5]([O:7][P:8]([CH2:17][C:18]([CH3:35])=[CH:19][CH2:20][C:21]1[C:22]([OH:34])=[C:23]2[C:27](=[C:28]([CH3:32])[C:29]=1[O:30][CH3:31])[CH2:26][O:25][C:24]2=[O:33])([O:10][C:11]1[CH:16]=[CH:15][CH:14]=[CH:13][CH:12]=1)=[O:9])[CH3:6])C.[OH-].[Na+], predict the reaction product. The product is: [OH:34][C:22]1[C:21]([CH2:20][CH:19]=[C:18]([CH3:35])[CH2:17][P:8]([O:10][C:11]2[CH:12]=[CH:13][CH:14]=[CH:15][CH:16]=2)([O:7][CH:5]([CH3:6])[C:4]([OH:36])=[O:3])=[O:9])=[C:29]([O:30][CH3:31])[C:28]([CH3:32])=[C:27]2[C:23]=1[C:24](=[O:33])[O:25][CH2:26]2. (4) Given the reactants [Br:1][C:2]1[CH:7]=[CH:6][C:5]([F:8])=[C:4](Br)[CH:3]=1.C([Li])CCC.[CH2:15]([O:22][CH2:23][C@@H:24]1[O:32][CH2:31][C:27]2=[N:28][O:29][CH2:30][C@@H:26]2[CH2:25]1)[C:16]1[CH:21]=[CH:20][CH:19]=[CH:18][CH:17]=1.[Cl-].[NH4+], predict the reaction product. The product is: [CH2:15]([O:22][CH2:23][C@@H:24]1[O:32][CH2:31][C@:27]2([C:4]3[CH:3]=[C:2]([Br:1])[CH:7]=[CH:6][C:5]=3[F:8])[NH:28][O:29][CH2:30][C@@H:26]2[CH2:25]1)[C:16]1[CH:21]=[CH:20][CH:19]=[CH:18][CH:17]=1. (5) The product is: [CH2:18]([O:8][C:5]1[CH:6]=[CH:7][C:2]([F:1])=[CH:3][CH:4]=1)[CH:17]=[CH2:16]. Given the reactants [F:1][C:2]1[CH:7]=[CH:6][C:5]([OH:8])=[CH:4][CH:3]=1.C([O-])([O-])=O.[K+].[K+].Br[CH2:16][CH:17]=[CH2:18], predict the reaction product.